This data is from Forward reaction prediction with 1.9M reactions from USPTO patents (1976-2016). The task is: Predict the product of the given reaction. (1) The product is: [ClH:1].[OH:60][CH2:59][CH2:58][O:57][CH2:56][CH2:55][O:54][CH2:53][CH2:52][O:51][CH2:50][CH2:49][O:48][CH2:47][CH2:46][O:45][CH2:44][CH2:43][O:36][C:35](=[O:37])[C:34]1[CH:38]=[CH:39][C:31]([NH:30][C:28]([C@H:9]2[C@H:8]([C:4]3[CH:5]=[CH:6][CH:7]=[C:2]([Cl:1])[C:3]=3[F:42])[C@:12]([C:15]3[CH:20]=[CH:19][C:18]([Cl:21])=[CH:17][C:16]=3[F:22])([C:13]#[N:14])[C@H:11]([CH2:23][C:24]([CH3:26])([CH3:27])[CH3:25])[NH:10]2)=[O:29])=[C:32]([O:40][CH3:41])[CH:33]=1. Given the reactants [Cl:1][C:2]1[C:3]([F:42])=[C:4]([C@@H:8]2[C@:12]([C:15]3[CH:20]=[CH:19][C:18]([Cl:21])=[CH:17][C:16]=3[F:22])([C:13]#[N:14])[C@H:11]([CH2:23][C:24]([CH3:27])([CH3:26])[CH3:25])[NH:10][C@H:9]2[C:28]([NH:30][C:31]2[CH:39]=[CH:38][C:34]([C:35]([OH:37])=[O:36])=[CH:33][C:32]=2[O:40][CH3:41])=[O:29])[CH:5]=[CH:6][CH:7]=1.[CH2:43](O)[CH2:44][O:45][CH2:46][CH2:47][O:48][CH2:49][CH2:50][O:51][CH2:52][CH2:53][O:54][CH2:55][CH2:56][O:57][CH2:58][CH2:59][OH:60], predict the reaction product. (2) Given the reactants [CH3:1][N:2]([CH3:12])[CH2:3][CH2:4][CH2:5][N:6]1[CH2:11][CH2:10][NH:9][CH2:8][CH2:7]1.[ClH:13].[CH3:14][O:15][C:16]1[C:24]2[O:23][C:22](C)(C)C[C:20]=2[C:19]([C:27]2[C@@H:36]3[C@@H:31]([CH2:32][CH:33]=[CH:34][CH2:35]3)[C:30](=[O:37])[N:29]([C:38]3[CH:43]=[CH:42][C:41]([C:44](N4CCN(C/C=C/C5C=CC=CC=5)CC4)=[O:45])=[CH:40][CH:39]=3)[N:28]=2)=[CH:18][CH:17]=1, predict the reaction product. The product is: [ClH:13].[ClH:13].[CH3:22][O:23][C:24]1[CH:20]=[C:19]([C:27]2[C@@H:36]3[C@@H:31]([CH2:32][CH:33]=[CH:34][CH2:35]3)[C:30](=[O:37])[N:29]([C:38]3[CH:39]=[CH:40][C:41]([C:44]([N:9]4[CH2:8][CH2:7][N:6]([CH2:5][CH2:4][CH2:3][N:2]([CH3:1])[CH3:12])[CH2:11][CH2:10]4)=[O:45])=[CH:42][CH:43]=3)[N:28]=2)[CH:18]=[CH:17][C:16]=1[O:15][CH3:14]. (3) Given the reactants [CH2:1]([O:8][C:9](=[O:24])[C@@H:10]([NH2:23])[CH2:11][CH2:12][C:13]1[N:17]([CH3:18])[C:16]2[CH:19]=[CH:20][CH:21]=[CH:22][C:15]=2[N:14]=1)[C:2]1[CH:7]=[CH:6][CH:5]=[CH:4][CH:3]=1.[CH3:25][CH2:26][CH2:27][CH2:28][CH2:29][CH2:30][CH2:31][CH:32]=O.C(OC)(OC)OC.C(O[BH-](OC(=O)C)OC(=O)C)(=O)C.[Na+].[C:55]([O:59][C:60](O[C:60]([O:59][C:55]([CH3:58])([CH3:57])[CH3:56])=[O:61])=[O:61])([CH3:58])([CH3:57])[CH3:56], predict the reaction product. The product is: [CH2:1]([O:8][C:9](=[O:24])[C@@H:10]([N:23]([CH2:32][CH2:31][CH2:30][CH2:29][CH2:28][CH2:27][CH2:26][CH3:25])[C:60]([O:59][C:55]([CH3:58])([CH3:57])[CH3:56])=[O:61])[CH2:11][CH2:12][C:13]1[N:17]([CH3:18])[C:16]2[CH:19]=[CH:20][CH:21]=[CH:22][C:15]=2[N:14]=1)[C:2]1[CH:3]=[CH:4][CH:5]=[CH:6][CH:7]=1. (4) Given the reactants [F:1][C:2]1[CH:27]=[CH:26][CH:25]=[CH:24][C:3]=1[CH2:4][N:5]1[C:9]2=[N:10][CH:11]=[CH:12][CH:13]=[C:8]2[C:7]([C:14]2[N:19]=[C:18]([CH3:20])[C:17]([C:21]([OH:23])=O)=[CH:16][N:15]=2)=[N:6]1.C(Cl)CCl.C1C=CC2N(O)N=[N:38]C=2C=1.N, predict the reaction product. The product is: [F:1][C:2]1[CH:27]=[CH:26][CH:25]=[CH:24][C:3]=1[CH2:4][N:5]1[C:9]2=[N:10][CH:11]=[CH:12][CH:13]=[C:8]2[C:7]([C:14]2[N:19]=[C:18]([CH3:20])[C:17]([C:21]([NH2:38])=[O:23])=[CH:16][N:15]=2)=[N:6]1. (5) Given the reactants Br[C:2]1[CH:7]=[CH:6][C:5]([CH2:8][N:9]2[CH2:13][C:12]3[CH:14]=[C:15]([CH:17]4[CH2:19][CH2:18]4)[S:16][C:11]=3[C:10]2=[O:20])=[C:4]([F:21])[CH:3]=1.[CH3:22][C:23]1([CH3:39])[C:27]([CH3:29])([CH3:28])[O:26][B:25]([B:25]2[O:26][C:27]([CH3:29])([CH3:28])[C:23]([CH3:39])([CH3:22])[O:24]2)[O:24]1.C(=O)([O-])[O-].[K+].[K+], predict the reaction product. The product is: [CH:17]1([C:15]2[S:16][C:11]3[C:10](=[O:20])[N:9]([CH2:8][C:5]4[CH:6]=[CH:7][C:2]([B:25]5[O:26][C:27]([CH3:29])([CH3:28])[C:23]([CH3:39])([CH3:22])[O:24]5)=[CH:3][C:4]=4[F:21])[CH2:13][C:12]=3[CH:14]=2)[CH2:19][CH2:18]1. (6) Given the reactants [NH2:1][C:2]1[C:11]2[CH:10]=[CH:9][C:8]([F:12])=[C:7](Br)[C:6]=2[N:5]=[C:4]2[CH2:14][N:15]([CH2:18][CH3:19])[C:16](=[O:17])[C:3]=12.[CH3:20][O:21][C:22]1[CH:27]=[CH:26][CH:25]=[CH:24][C:23]=1B(O)O, predict the reaction product. The product is: [NH2:1][C:2]1[C:11]2[CH:10]=[CH:9][C:8]([F:12])=[C:7]([C:23]3[CH:24]=[CH:25][CH:26]=[CH:27][C:22]=3[O:21][CH3:20])[C:6]=2[N:5]=[C:4]2[CH2:14][N:15]([CH2:18][CH3:19])[C:16](=[O:17])[C:3]=12.